Dataset: Full USPTO retrosynthesis dataset with 1.9M reactions from patents (1976-2016). Task: Predict the reactants needed to synthesize the given product. Given the product [NH2:54][C:50]1[CH:49]=[C:48]([N:55]2[CH2:56][CH2:57][N:58]([C:6]([NH:7][C@H:8]3[CH2:14][CH2:13][CH2:12][CH2:11][N:10]([CH:15]=[O:16])[C:9]3=[O:17])=[O:18])[CH2:59][CH2:60]2)[C:47]2[C:52](=[CH:53][C:44]([Cl:43])=[CH:45][CH:46]=2)[N:51]=1, predict the reactants needed to synthesize it. The reactants are: CC(O[C:6](=[O:18])[NH:7][C@@H:8]1[CH2:14][CH2:13][CH2:12][CH2:11][N:10]([CH:15]=[O:16])[C:9]1=[O:17])(C)C.C(O)(C(F)(F)F)=O.ClC(Cl)(OC(=O)OC(Cl)(Cl)Cl)Cl.C([O-])(O)=O.[Na+].[Cl:43][C:44]1[CH:53]=[C:52]2[C:47]([C:48]([N:55]3[CH2:60][CH2:59][NH:58][CH2:57][CH2:56]3)=[CH:49][C:50]([NH2:54])=[N:51]2)=[CH:46][CH:45]=1.